From a dataset of Catalyst prediction with 721,799 reactions and 888 catalyst types from USPTO. Predict which catalyst facilitates the given reaction. (1) Reactant: [Br:1][C:2]1[CH:7]=[CH:6][C:5]([NH:8][C:9]([CH:11]2[CH2:14][C:13](=[O:15])[CH2:12]2)=O)=[C:4]([NH:16][CH3:17])[CH:3]=1.CC(O)=O. Product: [Br:1][C:2]1[CH:7]=[CH:6][C:5]2[N:8]=[C:9]([CH:11]3[CH2:14][C:13](=[O:15])[CH2:12]3)[N:16]([CH3:17])[C:4]=2[CH:3]=1. The catalyst class is: 23. (2) Reactant: [CH3:1][C:2]1[C:7]([CH2:8][OH:9])=[CH:6][CH:5]=[C:4]([C:10]2[CH:15]=[CH:14][C:13]([C:16]([F:19])([F:18])[F:17])=[CH:12][CH:11]=2)[N:3]=1. Product: [CH3:1][C:2]1[C:7]([CH:8]=[O:9])=[CH:6][CH:5]=[C:4]([C:10]2[CH:15]=[CH:14][C:13]([C:16]([F:18])([F:17])[F:19])=[CH:12][CH:11]=2)[N:3]=1. The catalyst class is: 177. (3) Reactant: [Cl:1][C:2]1[CH:3]=[CH:4][C:5]([NH:11][CH:12]2[CH2:14][CH2:13]2)=[C:6]([CH:10]=1)[C:7]([OH:9])=[O:8].C(N(CC)CC)C.Cl[C:23](Cl)([O:25]C(=O)OC(Cl)(Cl)Cl)Cl.CN(C1C=CC=CN=1)C. Product: [Cl:1][C:2]1[CH:3]=[CH:4][C:5]2[N:11]([CH:12]3[CH2:13][CH2:14]3)[C:23](=[O:25])[O:8][C:7](=[O:9])[C:6]=2[CH:10]=1. The catalyst class is: 2. (4) Product: [CH:1]1([CH2:7][CH2:18][C:17]([OH:16])=[S:10])[CH2:6][CH2:5][CH2:4][CH2:3][CH2:2]1. Reactant: [CH:1]1([CH2:7]Br)[CH2:6][CH2:5][CH2:4][CH2:3][CH2:2]1.C(N)(N)=[S:10].[OH-].[Na+].C[O:16][C:17](=O)[CH2:18]Br.S(=O)(=O)(O)O. The catalyst class is: 97. (5) Reactant: [C:1]([O:5][C:6](=[O:40])[NH:7][C:8]1([CH2:36][CH2:37][CH2:38][OH:39])[CH2:15][CH2:14][CH2:13][CH:12]([O:16][C:17]2[CH:18]=[C:19]3[C:24](=[CH:25][C:26]=2[Cl:27])[C:23]([O:28][CH2:29][C:30]2[CH:35]=[CH:34][CH:33]=[CH:32][CH:31]=2)=[N:22][CH:21]=[CH:20]3)[CH2:11][CH2:10][CH2:9]1)([CH3:4])([CH3:3])[CH3:2].[H-].[Na+].I[CH3:44].CO. Product: [C:1]([O:5][C:6](=[O:40])[NH:7][C:8]1([CH2:36][CH2:37][CH2:38][O:39][CH3:44])[CH2:9][CH2:10][CH2:11][CH:12]([O:16][C:17]2[CH:18]=[C:19]3[C:24](=[CH:25][C:26]=2[Cl:27])[C:23]([O:28][CH2:29][C:30]2[CH:35]=[CH:34][CH:33]=[CH:32][CH:31]=2)=[N:22][CH:21]=[CH:20]3)[CH2:13][CH2:14][CH2:15]1)([CH3:4])([CH3:2])[CH3:3]. The catalyst class is: 1.